Dataset: Peptide-MHC class I binding affinity with 185,985 pairs from IEDB/IMGT. Task: Regression. Given a peptide amino acid sequence and an MHC pseudo amino acid sequence, predict their binding affinity value. This is MHC class I binding data. (1) The peptide sequence is WQFAIHYSF. The MHC is HLA-A32:01 with pseudo-sequence HLA-A32:01. The binding affinity (normalized) is 0.906. (2) The peptide sequence is RVRSMANVY. The MHC is HLA-A32:07 with pseudo-sequence HLA-A32:07. The binding affinity (normalized) is 0.744. (3) The MHC is HLA-B51:01 with pseudo-sequence HLA-B51:01. The peptide sequence is TPARVTGGVF. The binding affinity (normalized) is 0.0641. (4) The peptide sequence is YLIHDNIMY. The binding affinity (normalized) is 0.143. The MHC is HLA-A03:01 with pseudo-sequence HLA-A03:01.